This data is from Reaction yield outcomes from USPTO patents with 853,638 reactions. The task is: Predict the reaction yield, written as a fraction of the theoretical maximum amount of product (1.0 means a 100% yield; for example, 0.34 means a 34% yield). (1) The product is [Cl:1][C:2]1[CH:3]=[C:4]([CH2:5][OH:6])[CH:10]=[CH:11][C:12]=1[O:13][CH2:14][C:15]1[N:16]=[C:17]([C:21]2[O:22][CH:23]=[CH:24][CH:25]=2)[O:18][C:19]=1[CH3:20]. The reactants are [Cl:1][C:2]1[CH:3]=[C:4]([CH:10]=[CH:11][C:12]=1[O:13][CH2:14][C:15]1[N:16]=[C:17]([C:21]2[O:22][CH:23]=[CH:24][CH:25]=2)[O:18][C:19]=1[CH3:20])[C:5](OCC)=[O:6].[H-].[Al+3].[Li+].[H-].[H-].[H-].O.O.O.O.O.O.O.O.O.O.S([O-])([O-])(=O)=O.[Na+].[Na+]. The catalyst is O1CCCC1.C(OCC)(=O)C. The yield is 0.910. (2) The reactants are [Cl:1][C:2]1[C:7]([C:8]([OH:10])=[O:9])=[CH:6][CH:5]=[C:4](Cl)[N:3]=1.C[C:13](C)([O-:15])C.[K+]. The catalyst is CO. The product is [Cl:1][C:2]1[C:7]([C:8]([OH:10])=[O:9])=[CH:6][CH:5]=[C:4]([O:15][CH3:13])[N:3]=1. The yield is 0.840. (3) The reactants are [C:1]1([C:7]2[CH:12]=[C:11]([C:13]3[CH:18]=[CH:17][CH:16]=[CH:15][CH:14]=3)[N:10]=[C:9]([O:19][CH2:20][CH2:21][CH2:22][CH2:23][C:24]([CH3:28])([CH3:27])[CH2:25][NH2:26])[CH:8]=2)[CH:6]=[CH:5][CH:4]=[CH:3][CH:2]=1.C(N(CC)CC)C.[CH3:36][C:37]([O:40][C:41]([CH2:43][C@H:44]([NH:55][C:56]([O:58][C:59]([CH3:62])([CH3:61])[CH3:60])=[O:57])[C:45](ON1C(=O)CCC1=O)=[O:46])=[O:42])([CH3:39])[CH3:38]. The catalyst is CN(C=O)C. The product is [C:59]([O:58][C:56]([NH:55][CH:44]([C:45](=[O:46])[NH:26][CH2:25][C:24]([CH3:28])([CH3:27])[CH2:23][CH2:22][CH2:21][CH2:20][O:19][C:9]1[CH:8]=[C:7]([C:1]2[CH:2]=[CH:3][CH:4]=[CH:5][CH:6]=2)[CH:12]=[C:11]([C:13]2[CH:14]=[CH:15][CH:16]=[CH:17][CH:18]=2)[N:10]=1)[CH2:43][C:41]([O:40][C:37]([CH3:39])([CH3:38])[CH3:36])=[O:42])=[O:57])([CH3:61])([CH3:60])[CH3:62]. The yield is 0.900. (4) The product is [F:8][C:9]1[CH:14]=[CH:13][C:12]([N:15]2[C:23](=[O:24])[C:22]3[C@@H:21]4[C:25]([CH3:27])([CH3:26])[C@@:18]([CH3:28])([CH2:19][CH2:20]4)[C:17]=3[N:16]2[CH3:5])=[CH:11][CH:10]=1. The reactants are S(OC)(O[CH3:5])(=O)=O.[F:8][C:9]1[CH:14]=[CH:13][C:12]([N:15]2[C:23](=[O:24])[C:22]3[C@@H:21]4[C:25]([CH3:27])([CH3:26])[C@@:18]([CH3:28])([CH2:19][CH2:20]4)[C:17]=3[NH:16]2)=[CH:11][CH:10]=1. The catalyst is [OH-].[Na+]. The yield is 0.140. (5) The reactants are [NH2:1][C@H:2]1[CH2:7][CH2:6][N:5]([CH2:8][CH:9]2[C:13]3=[C:14]([F:22])[CH:15]=[N:16][C:17]4[CH:18]=[CH:19][C:20](=[O:21])[N:11]([C:12]=43)[CH2:10]2)[CH2:4][C@H:3]1[F:23].[O:24]1[C:33]2[CH:32]=[C:31]([CH:34]=O)[N:30]=[CH:29][C:28]=2[O:27][CH2:26][CH2:25]1.[Cl:36]CCl.CO. No catalyst specified. The product is [ClH:36].[O:24]1[C:33]2[CH:32]=[C:31]([CH2:34][NH:1][C@H:2]3[CH2:7][CH2:6][N:5]([CH2:8][CH:9]4[C:13]5=[C:14]([F:22])[CH:15]=[N:16][C:17]6[CH:18]=[CH:19][C:20](=[O:21])[N:11]([C:12]=65)[CH2:10]4)[CH2:4][C@H:3]3[F:23])[N:30]=[CH:29][C:28]=2[O:27][CH2:26][CH2:25]1. The yield is 0.820. (6) The reactants are [C:1]([CH2:4][N:5]1[C:11](=[O:12])[CH:10]([CH2:13][C:14]([O:16]C)=[O:15])[CH2:9][C:8]2[CH:18]=[CH:19][C:20]([O:22][CH2:23][CH2:24][CH2:25][NH:26][C:27]3[CH:32]=[CH:31][CH:30]=[CH:29][N:28]=3)=[CH:21][C:7]=2[CH2:6]1)([OH:3])=[O:2].N1C=CC=CC=1NCCCOC1C=CC2CC(CC(OCC)=O)C(=O)NCC=2C=1. The catalyst is O. The product is [C:1]([CH2:4][N:5]1[C:11](=[O:12])[CH:10]([CH2:13][C:14]([OH:16])=[O:15])[CH2:9][C:8]2[CH:18]=[CH:19][C:20]([O:22][CH2:23][CH2:24][CH2:25][NH:26][C:27]3[CH:32]=[CH:31][CH:30]=[CH:29][N:28]=3)=[CH:21][C:7]=2[CH2:6]1)([OH:3])=[O:2]. The yield is 0.560. (7) The reactants are Br[C:2]1[CH:22]=[CH:21][C:5]2[C:6](=[O:20])[N:7]([CH2:11][C:12]3[CH:17]=[CH:16][C:15]([O:18][CH3:19])=[CH:14][CH:13]=3)[CH2:8][CH2:9][O:10][C:4]=2[CH:3]=1.C1C=CC(P(C2C([C:38]3C(P(C4C=CC=CC=4)C4C=CC=CC=4)=CC=[C:44]4[C:39]=3[CH:40]=CC=C4)=[C:44]3[C:39]([CH:40]=CC=C3)=[CH:38]C=2)C2C=CC=CC=2)=CC=1.C([O-])([O-])=[O:70].[Cs+].[Cs+].BrC1C=NNC(=O)C=1Cl.[NH4+].[Cl-]. The catalyst is O1CCOCC1.CC([O-])=O.CC([O-])=O.[Pd+2].CCCCCC. The product is [CH3:19][O:18][C:15]1[CH:16]=[CH:17][C:12]([CH2:11][N:7]2[C:6](=[O:20])[C:5]3[CH:21]=[CH:22][C:2]([C:39]([CH3:44])([CH3:40])[CH:38]=[O:70])=[CH:3][C:4]=3[O:10][CH2:9][CH2:8]2)=[CH:13][CH:14]=1. The yield is 0.512. (8) The reactants are [F:1][C:2]([F:6])([F:5])[CH2:3][OH:4].F[C:8]1[CH:13]=[CH:12][C:11]([N+:14]([O-:16])=[O:15])=[CH:10][CH:9]=1. The catalyst is CN(C=O)C. The product is [N+:14]([C:11]1[CH:12]=[CH:13][C:8]([O:4][CH2:3][C:2]([F:6])([F:5])[F:1])=[CH:9][CH:10]=1)([O-:16])=[O:15]. The yield is 0.890. (9) The reactants are Br[C:2]1[N:7]=[C:6]([C:8]([O:10][CH3:11])=[O:9])[CH:5]=[CH:4][CH:3]=1.C([Si]([O:19][C:20]1[CH:25]=[C:24]([F:26])[C:23](B2OC(C)(C)C(C)(C)O2)=[C:22]([F:36])[CH:21]=1)(C)C)(C)(C)C. No catalyst specified. The product is [F:26][C:24]1[CH:25]=[C:20]([OH:19])[CH:21]=[C:22]([F:36])[C:23]=1[C:2]1[N:7]=[C:6]([C:8]([O:10][CH3:11])=[O:9])[CH:5]=[CH:4][CH:3]=1. The yield is 0.230.